This data is from Full USPTO retrosynthesis dataset with 1.9M reactions from patents (1976-2016). The task is: Predict the reactants needed to synthesize the given product. (1) Given the product [C:34]([CH:32]([CH:30]([C:29]([OH:38])=[O:37])[OH:31])[OH:33])([OH:36])=[O:35].[NH2:1][C@H:2]([CH2:19][C:20]1[CH:25]=[C:24]([F:26])[C:23]([F:27])=[CH:22][C:21]=1[F:28])[CH2:3][C:4]([N:6]1[CH2:11][CH2:10][NH:9][C:8](=[O:12])[C@H:7]1[CH2:13][O:14][C:15]([CH3:16])([CH3:17])[CH3:18])=[O:5], predict the reactants needed to synthesize it. The reactants are: [NH2:1][C@H:2]([CH2:19][C:20]1[CH:25]=[C:24]([F:26])[C:23]([F:27])=[CH:22][C:21]=1[F:28])[CH2:3][C:4]([N:6]1[CH2:11][CH2:10][NH:9][C:8](=[O:12])[C@H:7]1[CH2:13][O:14][C:15]([CH3:18])([CH3:17])[CH3:16])=[O:5].[C:29]([OH:38])(=[O:37])[C@@H:30]([C@H:32]([C:34]([OH:36])=[O:35])[OH:33])[OH:31].CC(O)C. (2) Given the product [Br:13][CH:9]([CH3:10])[C:8]([C:5]1[CH:6]=[N:7][C:2]([Cl:1])=[CH:3][C:4]=1[CH3:12])=[O:11], predict the reactants needed to synthesize it. The reactants are: [Cl:1][C:2]1[N:7]=[CH:6][C:5]([C:8](=[O:11])[CH2:9][CH3:10])=[C:4]([CH3:12])[CH:3]=1.[Br-:13].[Br-].[Br-].C([N+](CCCC)(CCCC)CCCC)CCC.C([N+](CCCC)(CCCC)CCCC)CCC.C([N+](CCCC)(CCCC)CCCC)CCC. (3) Given the product [CH2:2]([O:8][C:9]1[CH:14]=[CH:13][C:12]2[C:15]3([CH2:21][O:22][C:11]=2[CH:10]=1)[CH2:16][CH2:17][N:18]([CH2:29][C:28]([O:27][C:23]([CH3:26])([CH3:25])[CH3:24])=[O:31])[CH2:19][CH2:20]3)[CH2:3][CH2:4][CH2:5][CH2:6][CH3:7], predict the reactants needed to synthesize it. The reactants are: Cl.[CH2:2]([O:8][C:9]1[CH:14]=[CH:13][C:12]2[C:15]3([CH2:21][O:22][C:11]=2[CH:10]=1)[CH2:20][CH2:19][NH:18][CH2:17][CH2:16]3)[CH2:3][CH2:4][CH2:5][CH2:6][CH3:7].[C:23]([O:27][C:28](=[O:31])[CH2:29]Cl)([CH3:26])([CH3:25])[CH3:24].C([O-])([O-])=O.[K+].[K+]. (4) The reactants are: [NH2:1][C:2]1[C:11]2[N:12]=[C:13]([CH2:20][CH2:21][O:22][CH3:23])[N:14]([CH2:15][C:16]([OH:19])([CH3:18])[CH3:17])[C:10]=2[C:9]2[CH:8]=[CH:7][C:6]([OH:24])=[CH:5][C:4]=2[N:3]=1.C(=O)([O-])[O-].[Cs+].[Cs+].Br[CH2:32][CH2:33][N:34]1[CH:38]=[CH:37][CH:36]=[CH:35]1.[Cl-].[Na+]. Given the product [NH2:1][C:2]1[C:11]2[N:12]=[C:13]([CH2:20][CH2:21][O:22][CH3:23])[N:14]([CH2:15][C:16]([CH3:18])([OH:19])[CH3:17])[C:10]=2[C:9]2[CH:8]=[CH:7][C:6]([O:24][CH2:32][CH2:33][N:34]3[CH:38]=[CH:37][CH:36]=[CH:35]3)=[CH:5][C:4]=2[N:3]=1, predict the reactants needed to synthesize it. (5) Given the product [Br:1][C:2]1[CH:3]=[C:4]([NH:10][S:12]([CH3:11])(=[O:14])=[O:13])[C:5]([O:8][CH3:9])=[N:6][CH:7]=1, predict the reactants needed to synthesize it. The reactants are: [Br:1][C:2]1[CH:3]=[C:4]([NH2:10])[C:5]([O:8][CH3:9])=[N:6][CH:7]=1.[CH3:11][S:12](Cl)(=[O:14])=[O:13].Cl. (6) Given the product [BrH:1].[Br:12][CH2:10][C:9]([C:6]1[CH:7]=[CH:8][N:3]=[CH:4][CH:5]=1)=[O:11], predict the reactants needed to synthesize it. The reactants are: [Br:1]Br.[N:3]1[CH:8]=[CH:7][C:6]([C:9](=[O:11])[CH3:10])=[CH:5][CH:4]=1.[BrH:12].C(O)(=O)C.